From a dataset of Full USPTO retrosynthesis dataset with 1.9M reactions from patents (1976-2016). Predict the reactants needed to synthesize the given product. (1) Given the product [Cl:1][C:2]1[CH:3]=[C:4](/[C:12](=[N:16]\[O:17][CH:18]2[CH2:22][CH2:21][CH2:20][CH2:19]2)/[C:13]([NH:29][C:27]2[S:28][C:24]([CH3:23])=[CH:25][N:26]=2)=[O:15])[CH:5]=[CH:6][C:7]=1[S:8]([CH3:11])(=[O:9])=[O:10], predict the reactants needed to synthesize it. The reactants are: [Cl:1][C:2]1[CH:3]=[C:4](/[C:12](=[N:16]\[O:17][CH:18]2[CH2:22][CH2:21][CH2:20][CH2:19]2)/[C:13]([OH:15])=O)[CH:5]=[CH:6][C:7]=1[S:8]([CH3:11])(=[O:10])=[O:9].[CH3:23][C:24]1[S:28][C:27]([NH2:29])=[N:26][CH:25]=1.C(N(CC)C(C)C)(C)C. (2) Given the product [C:1]([O:4][C@@H:5]1[C@@H:18]([O:19][C:20](=[O:22])[CH3:21])[C@H:17]([O:23][C:24](=[O:26])[CH3:25])[CH2:16][S:15][C@H:6]1[O:7][C:8]1[CH:13]=[CH:12][CH:11]=[C:10]([C:35]2[C:36]([CH3:42])=[N:37][N:38]([CH3:41])[C:39]=2[CH3:40])[CH:9]=1)(=[O:3])[CH3:2], predict the reactants needed to synthesize it. The reactants are: [C:1]([O:4][C@@H:5]1[C@@H:18]([O:19][C:20](=[O:22])[CH3:21])[C@H:17]([O:23][C:24](=[O:26])[CH3:25])[CH2:16][S:15][C@H:6]1[O:7][C:8]1[CH:13]=[CH:12][CH:11]=[C:10](Br)[CH:9]=1)(=[O:3])[CH3:2].CC1(C)C(C)(C)OB([C:35]2[C:36]([CH3:42])=[N:37][N:38]([CH3:41])[C:39]=2[CH3:40])O1. (3) Given the product [Br:1][C:2]1[CH:3]=[CH:4][C:5]([C:6]([NH:39][CH2:38][C:37]2[CH:40]=[CH:41][CH:42]=[C:35]([O:34][CH3:33])[CH:36]=2)=[O:8])=[CH:9][CH:10]=1, predict the reactants needed to synthesize it. The reactants are: [Br:1][C:2]1[CH:10]=[CH:9][C:5]([C:6]([OH:8])=O)=[CH:4][CH:3]=1.C1C=CC2N(O)N=NC=2C=1.CCN=C=NCCCN(C)C.Cl.[CH3:33][O:34][C:35]1[CH:36]=[C:37]([CH:40]=[CH:41][CH:42]=1)[CH2:38][NH2:39]. (4) Given the product [NH2:1][C:2]1[CH:6]=[C:5]([C:7]([OH:9])=[O:8])[O:4][N:3]=1, predict the reactants needed to synthesize it. The reactants are: [NH2:1][C:2]1[CH:6]=[C:5]([C:7]([O:9]CC)=[O:8])[O:4][N:3]=1.[OH-].[Li+]. (5) Given the product [CH:13]1([C:2]2[C:7]([O:8][C:9]([F:12])([F:11])[CH3:10])=[CH:6][CH:5]=[CH:4][N:3]=2)[CH2:15][CH2:14]1, predict the reactants needed to synthesize it. The reactants are: Br[C:2]1[C:7]([O:8][C:9]([F:12])([F:11])[CH3:10])=[CH:6][CH:5]=[CH:4][N:3]=1.[CH:13]1(B(O)O)[CH2:15][CH2:14]1.[O-]P([O-])([O-])=O.[K+].[K+].[K+].C1(P(C2CCCCC2)C2CCCCC2)CCCCC1.